Task: Predict the reactants needed to synthesize the given product.. Dataset: Full USPTO retrosynthesis dataset with 1.9M reactions from patents (1976-2016) (1) Given the product [Br:19][C:20]1[CH:31]=[C:24]([C:25]([C:2]2[C:10]3[CH:9]=[N:8][CH:7]=[N:6][C:5]=3[N:4]([CH:11]([CH3:13])[CH3:12])[CH:3]=2)=[O:26])[CH:23]=[N:22][CH:21]=1, predict the reactants needed to synthesize it. The reactants are: I[C:2]1[C:10]2[CH:9]=[N:8][CH:7]=[N:6][C:5]=2[N:4]([CH:11]([CH3:13])[CH3:12])[CH:3]=1.C([Mg]Cl)(C)C.[Br:19][C:20]1[CH:21]=[N:22][CH:23]=[C:24]([CH:31]=1)[C:25](N(OC)C)=[O:26]. (2) Given the product [CH:54]1([N:47]2[C:48]3[C:43](=[CH:42][CH:41]=[C:40]([C:8]4[CH:7]=[C:6]5[C:11](=[CH:10][CH:9]=4)[C@@H:3]([CH3:2])[N:4]([C:20]([C:33]4[CH:38]=[CH:37][CH:36]=[CH:35][CH:34]=4)([C:27]4[CH:28]=[CH:29][CH:30]=[CH:31][CH:32]=4)[C:21]4[CH:26]=[CH:25][CH:24]=[CH:23][CH:22]=4)[CH2:5]5)[C:49]=3[O:50][CH:51]([F:53])[F:52])[C:44](=[O:62])[C:45]([C:57]([O:59][CH2:60][CH3:61])=[O:58])=[CH:46]2)[CH2:56][CH2:55]1, predict the reactants needed to synthesize it. The reactants are: O.[CH3:2][C@@H:3]1[C:11]2[C:6](=[CH:7][C:8](B3OCCNCCO3)=[CH:9][CH:10]=2)[CH2:5][N:4]1[C:20]([C:33]1[CH:38]=[CH:37][CH:36]=[CH:35][CH:34]=1)([C:27]1[CH:32]=[CH:31][CH:30]=[CH:29][CH:28]=1)[C:21]1[CH:26]=[CH:25][CH:24]=[CH:23][CH:22]=1.Br[C:40]1[C:49]([O:50][CH:51]([F:53])[F:52])=[C:48]2[C:43]([C:44](=[O:62])[C:45]([C:57]([O:59][CH2:60][CH3:61])=[O:58])=[CH:46][N:47]2[CH:54]2[CH2:56][CH2:55]2)=[CH:42][CH:41]=1.C(=O)([O-])[O-].[Na+].[Na+]. (3) Given the product [Si:15]([O:1][CH2:2][CH:3]1[CH2:12][C:11]2[C:6]3=[C:7]([CH:13]=[CH:14][N:5]3[CH2:4]1)[CH:8]=[CH:9][CH:10]=2)([C:18]([CH3:21])([CH3:20])[CH3:19])([CH3:17])[CH3:16], predict the reactants needed to synthesize it. The reactants are: [OH:1][CH2:2][CH:3]1[CH2:12][C:11]2[C:6]3=[C:7]([CH:13]=[CH:14][N:5]3[CH2:4]1)[CH:8]=[CH:9][CH:10]=2.[Si:15](Cl)([C:18]([CH3:21])([CH3:20])[CH3:19])([CH3:17])[CH3:16].C(N(CC)CC)C.CN(C1C=CC=CN=1)C. (4) Given the product [Cl:1][C:2]1[CH:7]=[CH:6][N:5]=[C:4]([C:8]([CH:10]2[CH2:12][CH2:11]2)=[CH:15][O:16][CH3:17])[C:3]=1[CH3:13], predict the reactants needed to synthesize it. The reactants are: [Cl:1][C:2]1[CH:7]=[CH:6][N:5]=[C:4]([C:8]([CH:10]2[CH2:12][CH2:11]2)=O)[C:3]=1[CH3:13].[Cl-].[CH3:15][O:16][CH2:17][P+](C1C=CC=CC=1)(C1C=CC=CC=1)C1C=CC=CC=1.CC(C)([O-])C.[K+].Cl. (5) The reactants are: [CH2:1]([O:3][C:4](=[O:21])[C:5]([C:10](=[O:20])[C:11]1[CH:16]=[C:15]([F:17])[C:14]([Cl:18])=[CH:13][C:12]=1Cl)=[CH:6]OCC)[CH3:2].[F:22][C:23]1[CH:29]=[C:28]([F:30])[CH:27]=[CH:26][C:24]=1[NH2:25].[H-].[Na+]. Given the product [CH2:1]([O:3][C:4]([C:5]1[C:10](=[O:20])[C:11]2[C:12](=[CH:13][C:14]([Cl:18])=[C:15]([F:17])[CH:16]=2)[N:25]([C:24]2[CH:26]=[CH:27][C:28]([F:30])=[CH:29][C:23]=2[F:22])[CH:6]=1)=[O:21])[CH3:2], predict the reactants needed to synthesize it. (6) Given the product [F:1][C:2]([F:34])([F:33])[C:3]1[CH:4]=[C:5]([C@H:13]2[O:17][C:16](=[O:18])[N:15]3[C@H:19]([C:22]4[CH:27]=[C:26]([C:28]([F:31])([F:30])[F:29])[CH:25]=[CH:24][C:23]=4[C:55]4[C:50]([O:49][CH3:48])=[CH:51][CH:52]=[C:53]([CH2:56][CH2:57][C:58]([O:60][CH3:61])=[O:59])[CH:54]=4)[CH2:20][CH2:21][C@@H:14]23)[CH:6]=[C:7]([C:9]([F:12])([F:11])[F:10])[CH:8]=1, predict the reactants needed to synthesize it. The reactants are: [F:1][C:2]([F:34])([F:33])[C:3]1[CH:4]=[C:5]([C@H:13]2[O:17][C:16](=[O:18])[N:15]3[C@H:19]([C:22]4[CH:27]=[C:26]([C:28]([F:31])([F:30])[F:29])[CH:25]=[CH:24][C:23]=4Br)[CH2:20][CH2:21][C@@H:14]23)[CH:6]=[C:7]([C:9]([F:12])([F:11])[F:10])[CH:8]=1.C1COCC1.P([O-])([O-])([O-])=O.[K+].[K+].[K+].[CH3:48][O:49][C:50]1[CH:55]=[CH:54][C:53]([CH2:56][CH2:57][C:58]([O:60][CH3:61])=[O:59])=[CH:52][C:51]=1B1OC(C)(C)C(C)(C)O1.